This data is from Cav3 T-type calcium channel HTS with 100,875 compounds. The task is: Binary Classification. Given a drug SMILES string, predict its activity (active/inactive) in a high-throughput screening assay against a specified biological target. (1) The drug is s1c2c(n(c(C(=O)N3CCC(CC3)C(=O)NCc3sccc3)c2)CC)cc1. The result is 0 (inactive). (2) The drug is s1c([n+](c2c1cccc2)CC)/C=C\C=C/N(c1ccccc1)C(=O)C. The result is 1 (active). (3) The drug is o1c(nnc1c1ccccc1)c1c2c(n(c1)C)cccc2. The result is 0 (inactive). (4) The drug is S=C(Nc1c2c(ccc1)cncc2)N. The result is 0 (inactive). (5) The drug is O(c1cc(C(c2c([nH][nH]c2=O)C)c2c([nH][nH]c2=O)C)ccc1OC(=O)c1cc([N+]([O-])=O)ccc1)CC. The result is 0 (inactive). (6) The molecule is Clc1cc(N\C=C2\C(=O)C=C(OC2=O)C)ccc1. The result is 0 (inactive). (7) The molecule is [O-][N+](=O)c1c(N2CCC(CC2)c2[nH]nc(c2)c2ccc(OC)cc2)ccc(c1)C(=O)C. The result is 0 (inactive).